This data is from Full USPTO retrosynthesis dataset with 1.9M reactions from patents (1976-2016). The task is: Predict the reactants needed to synthesize the given product. (1) Given the product [CH3:12][C:11]1[CH:10]=[CH:9][C:4]([C:5]([O:7][CH3:8])=[O:6])=[CH:3][C:2]=1[C:18]#[C:17][Si:14]([CH3:16])([CH3:15])[CH3:13], predict the reactants needed to synthesize it. The reactants are: I[C:2]1[CH:3]=[C:4]([CH:9]=[CH:10][C:11]=1[CH3:12])[C:5]([O:7][CH3:8])=[O:6].[CH3:13][Si:14]([C:17]#[CH:18])([CH3:16])[CH3:15].C(N(C(C)C)CC)(C)C. (2) Given the product [N+:16]([C:19]1[CH:24]=[CH:23][C:22]([C:2]2[CH:9]=[CH:8][CH:7]=[C:4]([CH:5]=[O:6])[CH:3]=2)=[CH:21][CH:20]=1)([O-:18])=[O:17], predict the reactants needed to synthesize it. The reactants are: Br[C:2]1[CH:3]=[C:4]([CH:7]=[CH:8][CH:9]=1)[CH:5]=[O:6].C([O-])([O-])=O.[Na+].[Na+].[N+:16]([C:19]1[CH:24]=[CH:23][C:22](B(O)O)=[CH:21][CH:20]=1)([O-:18])=[O:17]. (3) Given the product [CH2:21]([O:23][C:24](=[O:33])[C:25]([CH3:31])([CH3:32])[CH2:26][CH2:27][CH2:28][CH2:29][O:20][C:4]1[CH:3]=[C:2]([CH3:1])[C:7]([N:8]=[N:9][C:10]2[CH:11]=[CH:12][C:13]([N+:16]([O-:18])=[O:17])=[CH:14][CH:15]=2)=[C:6]([CH3:19])[CH:5]=1)[CH3:22], predict the reactants needed to synthesize it. The reactants are: [CH3:1][C:2]1[CH:3]=[C:4]([OH:20])[CH:5]=[C:6]([CH3:19])[C:7]=1[N:8]=[N:9][C:10]1[CH:15]=[CH:14][C:13]([N+:16]([O-:18])=[O:17])=[CH:12][CH:11]=1.[CH2:21]([O:23][C:24](=[O:33])[C:25]([CH3:32])([CH3:31])[CH2:26][CH2:27][CH2:28][CH2:29]Br)[CH3:22].C([O-])([O-])=O.[K+].[K+].O. (4) Given the product [CH2:1]([O:3][C@H:4]1[CH2:30][N:7]2[CH2:8][C@@H:9]([C:19]3[S:20][CH:21]=[C:22]([C:24]([C:41]4[CH:42]=[CH:43][C:38]([O:37][CH3:36])=[CH:39][CH:40]=4)=[O:29])[N:23]=3)[N:10]([C:12]([O:14][C:15]([CH3:16])([CH3:17])[CH3:18])=[O:13])[CH2:11][C@H:6]2[CH2:5]1)[CH3:2], predict the reactants needed to synthesize it. The reactants are: [CH2:1]([O:3][C@H:4]1[CH2:30][N:7]2[CH2:8][C@@H:9]([C:19]3[S:20][CH:21]=[C:22]([C:24](=[O:29])N(OC)C)[N:23]=3)[N:10]([C:12]([O:14][C:15]([CH3:18])([CH3:17])[CH3:16])=[O:13])[CH2:11][C@H:6]2[CH2:5]1)[CH3:2].O1CCCC1.[CH3:36][O:37][C:38]1[CH:43]=[CH:42][C:41]([Mg]Br)=[CH:40][CH:39]=1. (5) Given the product [CH3:1][Si:2]([CH3:4])([CH3:3])[C:5]#[C:6][C:14]([CH:16]1[CH2:21][CH2:20][N:19]([C:22]([O:24][C:25]([CH3:28])([CH3:27])[CH3:26])=[O:23])[CH2:18][CH2:17]1)=[O:15], predict the reactants needed to synthesize it. The reactants are: [CH3:1][Si:2]([C:5]#[CH:6])([CH3:4])[CH3:3].CC[Mg+].[Br-].CON(C)[C:14]([CH:16]1[CH2:21][CH2:20][N:19]([C:22]([O:24][C:25]([CH3:28])([CH3:27])[CH3:26])=[O:23])[CH2:18][CH2:17]1)=[O:15]. (6) Given the product [Br:11][C:4]1[CH:5]=[C:6]([CH:10]=[C:2]([OH:12])[CH:3]=1)[C:7]([OH:9])=[O:8], predict the reactants needed to synthesize it. The reactants are: I[C:2]1[CH:3]=[C:4]([Br:11])[CH:5]=[C:6]([CH:10]=1)[C:7]([OH:9])=[O:8].[OH-:12].[Na+]. (7) Given the product [C:15]([C:10]1[CH:11]=[C:12]2[C:7](=[CH:8][CH:9]=1)[C:6](=[O:19])[NH:25][N:5]=[CH:13]2)([CH3:18])([CH3:17])[CH3:16], predict the reactants needed to synthesize it. The reactants are: C([N:5]1[CH:13](O)[C:12]2[C:7](=[CH:8][CH:9]=[C:10]([C:15]([CH3:18])([CH3:17])[CH3:16])[CH:11]=2)[C:6]1=[O:19])(C)(C)C.C(O)(=O)C.O.[NH2:25]N.